From a dataset of Forward reaction prediction with 1.9M reactions from USPTO patents (1976-2016). Predict the product of the given reaction. (1) Given the reactants [Cl:1][C:2]1[CH:3]=[CH:4][C:5]([C@H:8]([NH:13][C:14]2[CH:15]=[CH:16][C:17]([F:38])=[C:18]([C@:20]3([CH:35]([F:37])[F:36])[C@@H:26]4[C@@H:24]([CH2:25]4)[O:23][C:22]([NH:27]C(=O)OC(C)(C)C)=[N:21]3)[CH:19]=2)[C:9]([F:12])([F:11])[F:10])=[N:6][CH:7]=1.FC(F)(F)C(O)=O, predict the reaction product. The product is: [Cl:1][C:2]1[CH:3]=[CH:4][C:5]([C@@H:8]([NH:13][C:14]2[CH:15]=[CH:16][C:17]([F:38])=[C:18]([C@:20]3([CH:35]([F:36])[F:37])[C@@H:26]4[C@@H:24]([CH2:25]4)[O:23][C:22]([NH2:27])=[N:21]3)[CH:19]=2)[C:9]([F:10])([F:11])[F:12])=[N:6][CH:7]=1.[Cl:1][C:2]1[CH:3]=[CH:4][C:5]([C@H:8]([NH:13][C:14]2[CH:15]=[CH:16][C:17]([F:38])=[C:18]([C@:20]3([CH:35]([F:36])[F:37])[C@@H:26]4[C@@H:24]([CH2:25]4)[O:23][C:22]([NH2:27])=[N:21]3)[CH:19]=2)[C:9]([F:10])([F:11])[F:12])=[N:6][CH:7]=1. (2) Given the reactants FC(F)(F)S(O[CH2:7][C:8]([F:11])([F:10])[F:9])(=O)=O.[CH3:14][C:15]1([CH3:27])[C:19]([CH3:21])([CH3:20])[O:18][B:17]([C:22]2[CH:23]=[N:24][NH:25][CH:26]=2)[O:16]1.C(=O)([O-])[O-].[Cs+].[Cs+], predict the reaction product. The product is: [CH3:14][C:15]1([CH3:27])[C:19]([CH3:20])([CH3:21])[O:18][B:17]([C:22]2[CH:26]=[N:25][N:24]([CH2:7][C:8]([F:11])([F:10])[F:9])[CH:23]=2)[O:16]1. (3) The product is: [Si:8]([O:25][CH2:26][C:27]1[C:28]([N:42]2[CH2:43][C@H:44]([CH3:49])[O:45][C@H:46]([CH3:48])[CH2:47]2)=[C:29]([F:41])[C:30]2[O:34][N:33]=[C:32]([C:35]([NH:7][CH2:5][CH3:6])=[O:36])[C:31]=2[CH:40]=1)([C:21]([CH3:22])([CH3:24])[CH3:23])([C:9]1[CH:14]=[CH:13][CH:12]=[CH:11][CH:10]=1)[C:15]1[CH:16]=[CH:17][CH:18]=[CH:19][CH:20]=1. Given the reactants C[Al](C)C.[CH2:5]([NH2:7])[CH3:6].[Si:8]([O:25][CH2:26][C:27]1[C:28]([N:42]2[CH2:47][C@H:46]([CH3:48])[O:45][C@H:44]([CH3:49])[CH2:43]2)=[C:29]([F:41])[C:30]2[O:34][N:33]=[C:32]([C:35](OCC)=[O:36])[C:31]=2[CH:40]=1)([C:21]([CH3:24])([CH3:23])[CH3:22])([C:15]1[CH:20]=[CH:19][CH:18]=[CH:17][CH:16]=1)[C:9]1[CH:14]=[CH:13][CH:12]=[CH:11][CH:10]=1, predict the reaction product. (4) Given the reactants [NH2:1][CH2:2][CH2:3][CH2:4][OH:5].[OH:6][C:7]([CH3:25])([CH3:24])[C:8]([C:10]1[CH:15]=[CH:14][C:13]([O:16][CH2:17][CH2:18][O:19][CH2:20][CH:21]2[CH2:23][O:22]2)=[CH:12][CH:11]=1)=[O:9].[CH3:26][O:27][CH2:28][CH2:29][O:30][CH3:31], predict the reaction product. The product is: [OH:6][C:7]([CH3:25])([CH3:24])[C:8]([C:10]1[CH:15]=[CH:14][C:13]([O:16][CH2:17][CH2:18][O:19][CH2:20][CH:21]([OH:22])[CH2:23][N:1]([CH2:18][CH:17]([OH:16])[CH2:26][O:27][CH2:28][CH2:29][O:30][C:31]2[CH:12]=[CH:11][C:10]([C:8](=[O:9])[C:7]([OH:6])([CH3:24])[CH3:25])=[CH:15][CH:14]=2)[CH2:2][CH2:3][CH2:4][OH:5])=[CH:12][CH:11]=1)=[O:9]. (5) Given the reactants Cl[C:2]1[N:6]([CH:7]([CH3:9])[CH3:8])[N:5]=[CH:4][C:3]=1[N+:10]([O-:12])=[O:11].[NH:13]1[CH2:18][CH2:17][CH:16]([CH2:19][NH:20][C:21](=[O:27])[O:22][C:23]([CH3:26])([CH3:25])[CH3:24])[CH2:15][CH2:14]1, predict the reaction product. The product is: [CH:7]([N:6]1[C:2]([N:13]2[CH2:18][CH2:17][CH:16]([CH2:19][NH:20][C:21](=[O:27])[O:22][C:23]([CH3:25])([CH3:24])[CH3:26])[CH2:15][CH2:14]2)=[C:3]([N+:10]([O-:12])=[O:11])[CH:4]=[N:5]1)([CH3:9])[CH3:8]. (6) Given the reactants [NH2:1][CH2:2][CH:3]([C:9]1([CH3:14])[O:13][CH2:12][CH2:11][O:10]1)[C:4]([O:6][CH2:7][CH3:8])=[O:5].[OH:15][C:16]1[CH:26]=[CH:25][CH:24]=[C:18]2[C:19]([O:21][C:22](=O)[C:17]=12)=[O:20], predict the reaction product. The product is: [OH:15][C:16]1[CH:26]=[CH:25][CH:24]=[C:18]2[C:17]=1[C:22](=[O:21])[N:1]([CH2:2][CH:3]([C:9]1([CH3:14])[O:10][CH2:11][CH2:12][O:13]1)[C:4]([O:6][CH2:7][CH3:8])=[O:5])[C:19]2=[O:20].